Dataset: NCI-60 drug combinations with 297,098 pairs across 59 cell lines. Task: Regression. Given two drug SMILES strings and cell line genomic features, predict the synergy score measuring deviation from expected non-interaction effect. Drug 1: CC1=C(C=C(C=C1)NC2=NC=CC(=N2)N(C)C3=CC4=NN(C(=C4C=C3)C)C)S(=O)(=O)N.Cl. Drug 2: C1=NC2=C(N1)C(=S)N=CN2. Cell line: KM12. Synergy scores: CSS=10.1, Synergy_ZIP=-9.85, Synergy_Bliss=-17.4, Synergy_Loewe=-44.6, Synergy_HSA=-15.9.